Dataset: Catalyst prediction with 721,799 reactions and 888 catalyst types from USPTO. Task: Predict which catalyst facilitates the given reaction. Reactant: [NH2:1][CH:2]1[CH2:7][CH2:6][N:5]([CH2:8][CH2:9][N:10]2[C:18]3[C:13](=[CH:14][CH:15]=[C:16]([O:19][CH3:20])[CH:17]=3)[CH:12]=[C:11]2[C:21]([O:23][CH3:24])=[O:22])[CH2:4][CH2:3]1.[O:25]1[C:34]2[CH:33]=[C:32]([CH:35]=O)[N:31]=[CH:30][C:29]=2[O:28][CH2:27][CH2:26]1.C(O[BH-](OC(=O)C)OC(=O)C)(=O)C.[Na+]. Product: [O:25]1[C:34]2[CH:33]=[C:32]([CH2:35][NH:1][CH:2]3[CH2:3][CH2:4][N:5]([CH2:8][CH2:9][N:10]4[C:18]5[C:13](=[CH:14][CH:15]=[C:16]([O:19][CH3:20])[CH:17]=5)[CH:12]=[C:11]4[C:21]([O:23][CH3:24])=[O:22])[CH2:6][CH2:7]3)[N:31]=[CH:30][C:29]=2[O:28][CH2:27][CH2:26]1. The catalyst class is: 147.